From a dataset of Reaction yield outcomes from USPTO patents with 853,638 reactions. Predict the reaction yield, written as a fraction of the theoretical maximum amount of product (1.0 means a 100% yield; for example, 0.34 means a 34% yield). (1) The reactants are [CH2:1]([N:8]1[C:12](=[O:13])[C:11](=[C:14]2[N:18]([CH3:19])[C:17]3[CH:20]=[C:21]([O:24][CH2:25][CH2:26]Cl)[CH:22]=[CH:23][C:16]=3[S:15]2)[S:10][C:9]1=[N:28][C:29]1[CH:30]=[C:31]([NH:38][C:39](=[O:44])[CH2:40][N:41]([CH3:43])[CH3:42])[CH:32]=[CH:33][C:34]=1[NH:35][CH2:36][CH3:37])[C:2]1[CH:7]=[CH:6][CH:5]=[CH:4][CH:3]=1.[CH3:45][NH:46][CH3:47]. The catalyst is [I-].C([N+](CCCC)(CCCC)CCCC)CCC.C1COCC1. The product is [CH2:1]([N:8]1[C:12](=[O:13])[C:11](=[C:14]2[N:18]([CH3:19])[C:17]3[CH:20]=[C:21]([O:24][CH2:25][CH2:26][N:46]([CH3:47])[CH3:45])[CH:22]=[CH:23][C:16]=3[S:15]2)[S:10][C:9]1=[N:28][C:29]1[CH:30]=[C:31]([NH:38][C:39](=[O:44])[CH2:40][N:41]([CH3:43])[CH3:42])[CH:32]=[CH:33][C:34]=1[NH:35][CH2:36][CH3:37])[C:2]1[CH:7]=[CH:6][CH:5]=[CH:4][CH:3]=1. The yield is 0.200. (2) The reactants are [Br:1][C:2]1[CH:23]=[C:22]2[C:5]([CH2:6][C:7]3([C:15]42[NH:19][C:18](=S)[C:17]([CH3:21])=[N:16]4)[CH2:12][CH2:11][C:10]([F:14])([F:13])[CH2:9][CH2:8]3)=[CH:4][CH:3]=1.[NH3:24]. No catalyst specified. The product is [Br:1][C:2]1[CH:23]=[C:22]2[C:5]([CH2:6][C:7]3([C:15]42[N:19]=[C:18]([NH2:24])[C:17]([CH3:21])=[N:16]4)[CH2:12][CH2:11][C:10]([F:14])([F:13])[CH2:9][CH2:8]3)=[CH:4][CH:3]=1. The yield is 0.390. (3) The reactants are Cl[C:2]1[N:7]=[C:6]([N:8]2[CH2:13][CH2:12][O:11][CH2:10][CH2:9]2)[N:5]=[C:4]([N:14]2[CH2:19][CH2:18][O:17][CH2:16][CH2:15]2)[N:3]=1.[CH3:20][NH:21][C:22]([NH:24][C:25]1[CH:30]=[CH:29][C:28](B2OC(C)(C)C(C)(C)O2)=[CH:27][CH:26]=1)=[O:23]. No catalyst specified. The product is [N:14]1([C:4]2[N:5]=[C:6]([N:8]3[CH2:13][CH2:12][O:11][CH2:10][CH2:9]3)[N:7]=[C:2]([C:28]3[CH:27]=[CH:26][C:25]([NH:24][C:22]([NH:21][CH3:20])=[O:23])=[CH:30][CH:29]=3)[N:3]=2)[CH2:19][CH2:18][O:17][CH2:16][CH2:15]1. The yield is 0.110. (4) The reactants are CC1(C)C(C)(C)OB([C:9]2[S:13][CH:12]=[N:11][CH:10]=2)O1.Br[C:16]1[C:25]([F:26])=[C:24]2[C:19]([C:20]([N:28]3[CH2:33][CH2:32][N:31]([C:34]([O:36][C:37]([CH3:40])([CH3:39])[CH3:38])=[O:35])[CH2:30][CH2:29]3)=[N:21][C:22](Cl)=[N:23]2)=[CH:18][C:17]=1[Cl:41].[CH3:42][C:43]1[C:44](B(O)O)=[C:45]2[C:49](=[CH:50][CH:51]=1)[NH:48][N:47]=[CH:46]2. The catalyst is O1CCOCC1.C([O-])([O-])=O.[Na+].[Na+].C1C=CC([P]([Pd]([P](C2C=CC=CC=2)(C2C=CC=CC=2)C2C=CC=CC=2)([P](C2C=CC=CC=2)(C2C=CC=CC=2)C2C=CC=CC=2)[P](C2C=CC=CC=2)(C2C=CC=CC=2)C2C=CC=CC=2)(C2C=CC=CC=2)C2C=CC=CC=2)=CC=1. The product is [Cl:41][C:17]1[CH:18]=[C:19]2[C:24](=[C:25]([F:26])[C:16]=1[C:44]1[C:43]([CH3:42])=[CH:51][CH:50]=[C:49]3[C:45]=1[CH:46]=[N:47][NH:48]3)[N:23]=[C:22]([C:9]1[S:13][CH:12]=[N:11][CH:10]=1)[N:21]=[C:20]2[N:28]1[CH2:29][CH2:30][N:31]([C:34]([O:36][C:37]([CH3:39])([CH3:40])[CH3:38])=[O:35])[CH2:32][CH2:33]1. The yield is 0.550. (5) The reactants are [C:1]1([CH:7]([CH2:10][CH2:11][O:12][Si](C)(C)C)[C:8]#N)[CH:6]=[CH:5][CH:4]=[CH:3][CH:2]=1.C([OH:19])C. The catalyst is S(=O)(=O)(O)O.O. The product is [C:1]1([CH:7]2[CH2:10][CH2:11][O:12][C:8]2=[O:19])[CH:6]=[CH:5][CH:4]=[CH:3][CH:2]=1. The yield is 0.620. (6) The reactants are [N:1]1([S:7]([C:10]2([C:16]([O:18][C:19]([CH3:22])([CH3:21])[CH3:20])=[O:17])[CH2:15][CH2:14][O:13][CH2:12][CH2:11]2)(=[O:9])=[O:8])[CH2:6][CH2:5][NH:4][CH2:3][CH2:2]1.[CH3:23][C:24](C)([O-:26])C.[Na+].C(P(C(C)(C)C)C(C)(C)C)(C)(C)C.[C:42]1(C)[CH:47]=[CH:46][CH:45]=[CH:44][CH:43]=1. The catalyst is CO.C([O-])(=O)C.[Pd+2].C([O-])(=O)C. The product is [CH2:24]([O:26][C:42]1[CH:43]=[CH:44][C:45]([N:4]2[CH2:3][CH2:2][N:1]([S:7]([C:10]3([C:16]([O:18][C:19]([CH3:22])([CH3:21])[CH3:20])=[O:17])[CH2:15][CH2:14][O:13][CH2:12][CH2:11]3)(=[O:9])=[O:8])[CH2:6][CH2:5]2)=[CH:46][CH:47]=1)[CH3:23]. The yield is 0.660. (7) The reactants are Cl[C:2]1[C:7]([C:8]2[CH:9]=[C:10]([CH2:23][N:24]([CH3:32])[C:25](=[O:31])[O:26][C:27]([CH3:30])([CH3:29])[CH3:28])[S:11][C:12]=2[S:13]([C:16]2[CH:21]=[CH:20][CH:19]=[C:18]([F:22])[CH:17]=2)(=[O:15])=[O:14])=[CH:6][CH:5]=[CH:4][N:3]=1.O.C(OCC)(=O)C.[CH3:40][N:41](C)C=O. The catalyst is [C-]#N.[Zn+2].[C-]#N.[Pd].C1(P(C2C=CC=CC=2)C2C=CC=CC=2)C=CC=CC=1.C1(P(C2C=CC=CC=2)C2C=CC=CC=2)C=CC=CC=1.C1(P(C2C=CC=CC=2)C2C=CC=CC=2)C=CC=CC=1.C1(P(C2C=CC=CC=2)C2C=CC=CC=2)C=CC=CC=1. The product is [C:40]([C:2]1[C:7]([C:8]2[CH:9]=[C:10]([CH2:23][N:24]([CH3:32])[C:25](=[O:31])[O:26][C:27]([CH3:30])([CH3:29])[CH3:28])[S:11][C:12]=2[S:13]([C:16]2[CH:21]=[CH:20][CH:19]=[C:18]([F:22])[CH:17]=2)(=[O:15])=[O:14])=[CH:6][CH:5]=[CH:4][N:3]=1)#[N:41]. The yield is 0.660. (8) The reactants are [OH:1][C:2]1[C:6]([CH3:15])([CH2:7][CH2:8][CH2:9][CH2:10][CH2:11][CH2:12][CH2:13][CH3:14])[S:5][C:4](=[O:16])[CH:3]=1.[CH2:17](Br)[C:18]1[CH:23]=[CH:22][CH:21]=[CH:20][CH:19]=1.[CH3:25]COC(C)=O. No catalyst specified. The product is [CH2:17]([O:1][C:2]1[C:6]([CH3:15])([CH2:7][CH2:8][CH2:9][CH2:10][CH2:11][CH2:12][CH2:13][CH3:14])[S:5][C:4](=[O:16])[C:3]=1[CH3:25])[C:18]1[CH:23]=[CH:22][CH:21]=[CH:20][CH:19]=1. The yield is 0.750. (9) The reactants are [C:1]1([CH2:11][CH2:12][N:13]2[CH:17]=[C:16]([C:18]3[CH:23]=[C:22]([CH:24]=O)[CH:21]=[CH:20][N:19]=3)[N:15]=[CH:14]2)[C:10]2[C:5](=[CH:6][CH:7]=[CH:8][CH:9]=2)[CH:4]=[CH:3][CH:2]=1.[C:26]([O-])([O-])=O.[K+].[K+].COP(C(=[N+]=[N-])C(=O)C)(=O)OC. The catalyst is CO. The product is [C:24]([C:22]1[CH:21]=[CH:20][N:19]=[C:18]([C:16]2[N:15]=[CH:14][N:13]([CH2:12][CH2:11][C:1]3[C:10]4[C:5](=[CH:6][CH:7]=[CH:8][CH:9]=4)[CH:4]=[CH:3][CH:2]=3)[CH:17]=2)[CH:23]=1)#[CH:26]. The yield is 0.750.